From a dataset of Full USPTO retrosynthesis dataset with 1.9M reactions from patents (1976-2016). Predict the reactants needed to synthesize the given product. (1) Given the product [Br:1][C:2]1[CH:3]=[C:4]2[C:9](=[CH:10][CH:11]=1)[CH2:8][CH:7]([NH2:12])[CH2:6][CH2:5]2, predict the reactants needed to synthesize it. The reactants are: [Br:1][C:2]1[CH:3]=[C:4]2[C:9](=[CH:10][CH:11]=1)[CH2:8][C:7](=[N:12]O)[CH2:6][CH2:5]2.Cl.[OH-].[Na+]. (2) Given the product [ClH:49].[CH3:8][C:4]1[CH:5]=[CH:6][CH:7]=[C:2]([CH3:1])[C:3]=1[CH2:9][NH:10][C:11]1[C:12]2[N:13]([C:25]([CH3:29])=[C:26]([CH3:28])[N:27]=2)[CH:14]=[C:15]([C:17]2[O:21][C:20]([C:22]([NH2:32])=[O:23])=[CH:19][CH:18]=2)[CH:16]=1, predict the reactants needed to synthesize it. The reactants are: [CH3:1][C:2]1[CH:7]=[CH:6][CH:5]=[C:4]([CH3:8])[C:3]=1[CH2:9][NH:10][C:11]1[C:12]2[N:13]([C:25]([CH3:29])=[C:26]([CH3:28])[N:27]=2)[CH:14]=[C:15]([C:17]2[O:21][C:20]([C:22](O)=[O:23])=[CH:19][CH:18]=2)[CH:16]=1.[NH4+].O[N:32]1C2C=CC=CC=2N=N1.C(N1CCOCC1)C.[ClH:49].CN(C)CCCN=C=NCC.Cl. (3) Given the product [Cl:1][C:2]1[CH:11]=[CH:10][C:9]2[N:8]=[CH:7][C:6]3[N:12]=[CH:13][N:14]([C:15]4[CH:20]=[CH:19][C:18]([CH2:21][CH2:22][NH2:23])=[CH:17][CH:16]=4)[C:5]=3[C:4]=2[CH:3]=1, predict the reactants needed to synthesize it. The reactants are: [Cl:1][C:2]1[CH:11]=[CH:10][C:9]2[N:8]=[CH:7][C:6]3[N:12]=[CH:13][N:14]([C:15]4[CH:20]=[CH:19][C:18]([CH2:21][C:22]#[N:23])=[CH:17][CH:16]=4)[C:5]=3[C:4]=2[CH:3]=1.